This data is from Reaction yield outcomes from USPTO patents with 853,638 reactions. The task is: Predict the reaction yield, written as a fraction of the theoretical maximum amount of product (1.0 means a 100% yield; for example, 0.34 means a 34% yield). (1) The reactants are F.F.F.C(N(CC)CC)C.C(N(CC)CC)C.[Si]([O:35][CH2:36][C@H:37]1[O:41][C@@H:40]([N:42]2[CH:49]=[C:48]([CH3:50])[C:46](=[O:47])[NH:45][C:43]2=[O:44])[C@H:39]([O:51][CH2:52][CH2:53][O:54][N:55]([CH3:57])[CH3:56])[C@@H:38]1[OH:58])(C(C)(C)C)(C1C=CC=CC=1)C1C=CC=CC=1.CO. The catalyst is C1COCC1.C(Cl)Cl. The product is [CH3:56][N:55]([CH3:57])[O:54][CH2:53][CH2:52][O:51][C@@H:39]1[C@H:38]([OH:58])[C@@H:37]([CH2:36][OH:35])[O:41][C@H:40]1[N:42]1[CH:49]=[C:48]([CH3:50])[C:46](=[O:47])[NH:45][C:43]1=[O:44]. The yield is 0.925. (2) The reactants are [F:1][C:2]1[CH:3]=[C:4]([NH:13]C(=O)C)[CH:5]=[CH:6][C:7]=1[S:8](=[O:12])(=[O:11])[NH:9][CH3:10].[OH-].[Na+]. The catalyst is Cl. The product is [NH2:13][C:4]1[CH:5]=[CH:6][C:7]([S:8]([NH:9][CH3:10])(=[O:12])=[O:11])=[C:2]([F:1])[CH:3]=1. The yield is 0.830. (3) The reactants are C[O:2][C:3]1[CH:4]=[CH:5][C:6]2[C:10]([O:11][C:12]3[CH:17]=[CH:16][C:15](/[CH:18]=[C:19](\[CH3:25])/[C:20]([O:22]CC)=[O:21])=[CH:14][CH:13]=3)=[C:9]([C:26]3[CH:31]=[CH:30][C:29]([O:32]C)=[CH:28][CH:27]=3)[S:8][C:7]=2[CH:34]=1.B(Br)(Br)Br. The catalyst is C(Cl)Cl.CO. The product is [OH:2][C:3]1[CH:4]=[CH:5][C:6]2[C:10]([O:11][C:12]3[CH:13]=[CH:14][C:15](/[CH:18]=[C:19](\[CH3:25])/[C:20]([OH:22])=[O:21])=[CH:16][CH:17]=3)=[C:9]([C:26]3[CH:27]=[CH:28][C:29]([OH:32])=[CH:30][CH:31]=3)[S:8][C:7]=2[CH:34]=1. The yield is 0.340.